This data is from Forward reaction prediction with 1.9M reactions from USPTO patents (1976-2016). The task is: Predict the product of the given reaction. (1) Given the reactants C(N(CC)CC)C.Cl.Cl[C:10]1[N:18]=[CH:17][CH:16]=[CH:15][C:11]=1[C:12]([OH:14])=O.[CH:19]1([CH2:22][NH:23][C:24]2[C:25]([S:43][CH3:44])=[N:26][N:27]3[C:32]([C:33]4[C:38]([CH3:39])=[CH:37][C:36]([CH3:40])=[CH:35][C:34]=4[O:41][CH3:42])=[CH:31][CH:30]=[CH:29][C:28]=23)[CH2:21][CH2:20]1.C(=O)([O-])O.[Na+], predict the reaction product. The product is: [CH:19]1([CH2:22][N:23]([C:24]2[C:25]([S:43][CH3:44])=[N:26][N:27]3[C:32]([C:33]4[C:38]([CH3:39])=[CH:37][C:36]([CH3:40])=[CH:35][C:34]=4[O:41][CH3:42])=[CH:31][CH:30]=[CH:29][C:28]=23)[C:12](=[O:14])[C:11]2[CH:15]=[CH:16][CH:17]=[N:18][CH:10]=2)[CH2:20][CH2:21]1. (2) Given the reactants CCOC(/N=N/C(OCC)=O)=O.O[C:14]1([CH2:27][CH2:28][CH2:29][OH:30])[CH2:19][CH2:18][N:17]([C:20]([O:22][C:23]([CH3:26])([CH3:25])[CH3:24])=[O:21])[CH2:16][CH2:15]1.C1(P(C2C=CC=CC=2)C2C=CC=CC=2)C=CC=CC=1, predict the reaction product. The product is: [O:30]1[C:14]2([CH2:15][CH2:16][N:17]([C:20]([O:22][C:23]([CH3:24])([CH3:25])[CH3:26])=[O:21])[CH2:18][CH2:19]2)[CH2:27][CH2:28][CH2:29]1. (3) Given the reactants [NH2:1][C:2](=[O:16])/[C:3](/[C:14]#[N:15])=[N:4]/[NH:5][C:6]1[CH:11]=[C:10]([F:12])[CH:9]=[CH:8][C:7]=1[Br:13].[Al+3].[Cl-].[Cl-].[Cl-].C1(C)C=CC=CC=1.Cl, predict the reaction product. The product is: [NH2:15][C:14]1[C:11]2[C:6](=[C:7]([Br:13])[CH:8]=[CH:9][C:10]=2[F:12])[N:5]=[N:4][C:3]=1[C:2]([NH2:1])=[O:16]. (4) Given the reactants [Cl:1][C:2]1[CH:7]=[CH:6][C:5]([OH:8])=[CH:4][CH:3]=1.[F:9][C:10]1[CH:15]=[CH:14][C:13]([CH:16](O)[CH2:17][CH2:18][CH2:19][CH2:20][N:21]2[CH2:26][CH2:25][CH:24]([C:27]3[CH:28]=[C:29]([NH:33][C:34](=[O:38])[CH:35]([CH3:37])[CH3:36])[CH:30]=[CH:31][CH:32]=3)[CH2:23][CH2:22]2)=[CH:12][CH:11]=1, predict the reaction product. The product is: [Cl:1][C:2]1[CH:7]=[CH:6][C:5]([O:8][CH:16]([C:13]2[CH:12]=[CH:11][C:10]([F:9])=[CH:15][CH:14]=2)[CH2:17][CH2:18][CH2:19][CH2:20][N:21]2[CH2:26][CH2:25][CH:24]([C:27]3[CH:28]=[C:29]([NH:33][C:34](=[O:38])[CH:35]([CH3:37])[CH3:36])[CH:30]=[CH:31][CH:32]=3)[CH2:23][CH2:22]2)=[CH:4][CH:3]=1. (5) Given the reactants C([Cl:4])(=O)C.[NH2:5][C:6]1[C:15]2=[N:16][N:17]([CH2:29][CH2:30][CH3:31])[C:18]([CH2:19][CH2:20][NH:21]C(=O)OC(C)(C)C)=[C:14]2[C:13]2[CH:12]=[CH:11][CH:10]=[CH:9][C:8]=2[N:7]=1, predict the reaction product. The product is: [ClH:4].[ClH:4].[NH2:21][CH2:20][CH2:19][C:18]1[N:17]([CH2:29][CH2:30][CH3:31])[N:16]=[C:15]2[C:14]=1[C:13]1[CH:12]=[CH:11][CH:10]=[CH:9][C:8]=1[N:7]=[C:6]2[NH2:5]. (6) The product is: [CH2:21]([N:20]([CH2:26][CH2:27][CH:28]([CH3:30])[CH3:29])[C:18]([C:5]1[N:6]=[C:7]2[N:8]([CH2:9][CH2:10][CH2:11][N:12]3[CH2:17][CH2:16][O:15][CH2:14][CH2:13]3)[C:32]([NH:31][C:34]3[CH:39]=[CH:38][C:37]([O:40][CH3:41])=[CH:36][CH:35]=3)=[N:1][C:2]2=[CH:3][CH:4]=1)=[O:19])[CH2:22][CH:23]([CH3:25])[CH3:24]. Given the reactants [NH2:1][C:2]1[CH:3]=[CH:4][C:5]([C:18]([N:20]([CH2:26][CH2:27][CH:28]([CH3:30])[CH3:29])[CH2:21][CH2:22][CH:23]([CH3:25])[CH3:24])=[O:19])=[N:6][C:7]=1[NH:8][CH2:9][CH2:10][CH2:11][N:12]1[CH2:17][CH2:16][O:15][CH2:14][CH2:13]1.[N:31]([C:34]1[CH:39]=[CH:38][C:37]([O:40][CH3:41])=[CH:36][CH:35]=1)=[C:32]=S.C1(N=C=NC2CCCCC2)CCCCC1.Cl, predict the reaction product. (7) Given the reactants Cl[C:2]1[N:7]=[C:6]([C:8]2[S:12][C:11]([NH:13][CH2:14][CH3:15])=[N:10][C:9]=2[C:16]2[CH:21]=[C:20]([O:22][CH3:23])[CH:19]=[C:18]([CH3:24])[CH:17]=2)[CH:5]=[CH:4][N:3]=1.[N:25]1([C:31]2[CH:36]=[CH:35][C:34]([NH2:37])=[CH:33][C:32]=2[C:38]([F:41])([F:40])[F:39])[CH2:30][CH2:29][O:28][CH2:27][CH2:26]1, predict the reaction product. The product is: [CH2:14]([NH:13][C:11]1[S:12][C:8]([C:6]2[CH:5]=[CH:4][N:3]=[C:2]([NH:37][C:34]3[CH:35]=[CH:36][C:31]([N:25]4[CH2:30][CH2:29][O:28][CH2:27][CH2:26]4)=[C:32]([C:38]([F:41])([F:40])[F:39])[CH:33]=3)[N:7]=2)=[C:9]([C:16]2[CH:21]=[C:20]([O:22][CH3:23])[CH:19]=[C:18]([CH3:24])[CH:17]=2)[N:10]=1)[CH3:15].